This data is from Experimentally validated miRNA-target interactions with 360,000+ pairs, plus equal number of negative samples. The task is: Binary Classification. Given a miRNA mature sequence and a target amino acid sequence, predict their likelihood of interaction. (1) The miRNA is mmu-miR-6516-3p with sequence UCAUGUAUGAUACUGCAAACAG. The protein sequence of the target gene is MNIQEQGFPLDLGASFTEDAPRPPVPGEEGELVSTDPRPASYSFCSGKGVGIKGETSTATPRRSDLDLGYEPEGSASPTPPYLKWAESLHSLLDDQDGISLFRTFLKQEGCADLLDFWFACTGFRKLEPCDSNEEKRLKLARAIYRKYILDNNGIVSRQTKPATKSFIKGCIMKQLIDPAMFDQAQTEIQATMEENTYPSFLKSDIYLEYTRTGSESPKVCSDQSSGSGTGKGISGYLPTLNEDEEWKCDQDMDEDDGRDAAPPGRLPQKLLLETAAPRVSSSRRYSEGREFRYGSWREP.... Result: 0 (no interaction). (2) The miRNA is hsa-miR-3195 with sequence CGCGCCGGGCCCGGGUU. The protein sequence of the target gene is MTKLSAQVKGSLNITTPGLQIWRIEAMQMVPVPSSTFGSFFDGDCYIILAIHKTASSLSYDIHYWIGQDSSLDEQGAAAIYTTQMDDFLKGRAVQHREVQGNESEAFRGYFKQGLVIRKGGVASGMKHVETNSYDVQRLLHVKGKRNVVAGEVEMSWKSFNRGDVFLLDLGKLIIQWNGPESTRMERLRGMTLAKEIRDQERGGRTYVGVVDGENELASPKLMEVMNHVLGKRRELKAAVPDTVVEPALKAALKLYHVSDSEGNLVVREVATRPLTQDLLSHEDCYILDQGGLKIYVWKG.... Result: 0 (no interaction). (3) The miRNA is hsa-miR-4676-5p with sequence GAGCCAGUGGUGAGACAGUGA. The protein sequence of the target gene is MAEASATGACGEAMAAAEGSSGPAGLTLGRSFSNYRPFEPQALGLSPSWRLTGFSGMKGUGCKVPQEALLKLLAGLTRPDVRPPLGRGLVGGQEEASQEAGLPAGAGPSPTFPALGIGMDSCVIPLRHGGLSLVQTTDFFYPLVEDPYMMGRIACANVLSDLYAMGITECDNMLMLLSVSQSMSEEEREKVTPLMVKGFRDAAEEGGTAVTGGQTVVNPWIIIGGVATVVCQPNEFIMPDSAVVGDVLVLTKPLGTQVAVNAHQWLDNPERWNKVKMVVSREEVELAYQEAMFNMATLNR.... Result: 0 (no interaction). (4) The miRNA is mmu-miR-5119 with sequence CAUCUCAUCCUGGGGCUGG. The protein sequence of the target gene is MSDPCGTKPVQESNPTMSLWSLEDRHSSQGRPQPDQDPVAKEAPTSELQMKVDFFRKLGYSSSEIHSVLQKLGVQADTNTVLGELVKHGSATERECQALTAPSPQPPLVPRGGSTPKPSTLEPSLPEEDREGSDLRPVVIDGSNVAMSHGNKEVFSCRGILLAVNWFLERGHTDITVFVPSWRKEQPRPDVPITDQHILRELEKKKILVFTPSRRVGGKRVVCYDDRFIVKLAFESDGVVVSNDTYRDLQGERQEWKRFIEERLLMYSFVNDKFMPPDDPLGRHGPSLDNFLRKKPLPSE.... Result: 1 (interaction). (5) The miRNA is mmu-miR-1966-5p with sequence AAGGGAGCUGGCUCAGGAGAGAGUC. The protein sequence of the target gene is MAPTLATAHRRRWWMACTAVLENLLFSAVLLGWGSLLIMLKSEGFYSYLCTKPENVTNSTVGGSAEPEPEELSLVNGWLSCKAQDEILNLAFTVGSFLLSAITLPLGIIMDKYGPRKLRLLGSACFAVSCLLIAYGASNPDSLSVLIFIALALNGFGGMCMTFTSLTLPNMFGDLRSTFIALMIGSYASSAVTFPGIKLIYDAGASFIGILVVWAGCSGLVFFNCFFNWPLEPFPGPEDMDYSVKIKFSWLGFDHKITGKQFYKQVTTVGRRLSVGSSMRTAKEQAALQEGHKLCLSTVD.... Result: 0 (no interaction). (6) The miRNA is hsa-miR-3150a-3p with sequence CUGGGGAGAUCCUCGAGGUUGG. The protein sequence of the target gene is MENPSPAAALGKALCALLLATLGAAGQPLGGESICSARALAKYSITFTGKWSQTAFPKQYPLFRPPAQWSSLLGAAHSSDYSMWRKNQYVSNGLRDFAERGEAWALMKEIEAAGEALQSVHEVFSAPAVPSGTGQTSAELEVQRRHSLVSFVVRIVPSPDWFVGVDSLDLCDGDRWREQAALDLYPYDAGTDSGFTFSSPNFATIPQDTVTEITSSSPSHPANSFYYPRLKALPPIARVTLVRLRQSPRAFIPPAPVLPSRDNEIVDSASVPETPLDCEVSLWSSWGLCGGHCGRLGTKS.... Result: 1 (interaction).